Dataset: Forward reaction prediction with 1.9M reactions from USPTO patents (1976-2016). Task: Predict the product of the given reaction. (1) The product is: [Br:1][C:2]1[C:3](=[O:19])[N:4]([CH:21]([CH3:27])[C:22]([O:24][CH2:25][CH3:26])=[O:23])[N:5]=[CH:6][C:7]=1[NH:8][C@@H:9]1[CH2:14][C@@H:13]2[CH2:15][C@@H:11]([C:12]2([CH3:16])[CH3:17])[C@H:10]1[CH3:18]. Given the reactants [Br:1][C:2]1[C:3](=[O:19])[NH:4][N:5]=[CH:6][C:7]=1[NH:8][C@@H:9]1[CH2:14][C@@H:13]2[CH2:15][C@@H:11]([C:12]2([CH3:17])[CH3:16])[C@H:10]1[CH3:18].Br[CH:21]([CH3:27])[C:22]([O:24][CH2:25][CH3:26])=[O:23].C(=O)([O-])[O-].[K+].[K+].[Cl-].[NH4+], predict the reaction product. (2) Given the reactants C1(P(C2C=CC=CC=2)C2C=CC=CC=2)C=CC=CC=1.[Br:20]Br.[Cl:22][C:23]1[CH:24]=[C:25]([CH:28]=[C:29]([CH2:31]O)[CH:30]=1)[C:26]#[N:27], predict the reaction product. The product is: [Br:20][CH2:31][C:29]1[CH:28]=[C:25]([CH:24]=[C:23]([Cl:22])[CH:30]=1)[C:26]#[N:27]. (3) Given the reactants [C:1]([C:5]1[CH:6]=[C:7]([CH:14]=[C:15]([O:17][CH2:18][CH2:19][CH2:20][O:21]C2CCCCO2)[CH:16]=1)[C:8](N(OC)C)=[O:9])([CH3:4])([CH3:3])[CH3:2].[CH3:28][Si]([N-][Si](C)(C)C)(C)C.[Li+].C[Mg]Br, predict the reaction product. The product is: [C:1]([C:5]1[CH:6]=[C:7]([C:8](=[O:9])[CH3:28])[CH:14]=[C:15]([O:17][CH2:18][CH2:19][CH2:20][OH:21])[CH:16]=1)([CH3:2])([CH3:3])[CH3:4]. (4) Given the reactants [O:1]1[C:6]2([CH:11]=[CH:10][C:9](=[O:12])[CH:8]=[CH:7]2)[O:5][CH2:4][CH2:3][CH2:2]1.C(N(CC)CC)C.[H][H], predict the reaction product. The product is: [O:1]1[C:6]2([CH2:11][CH2:10][C:9](=[O:12])[CH2:8][CH2:7]2)[O:5][CH2:4][CH2:3][CH2:2]1.